Dataset: NCI-60 drug combinations with 297,098 pairs across 59 cell lines. Task: Regression. Given two drug SMILES strings and cell line genomic features, predict the synergy score measuring deviation from expected non-interaction effect. (1) Drug 1: C1=NC(=NC(=O)N1C2C(C(C(O2)CO)O)O)N. Drug 2: CC1=C(C(=CC=C1)Cl)NC(=O)C2=CN=C(S2)NC3=CC(=NC(=N3)C)N4CCN(CC4)CCO. Cell line: COLO 205. Synergy scores: CSS=45.2, Synergy_ZIP=-0.311, Synergy_Bliss=0.229, Synergy_Loewe=0.464, Synergy_HSA=0.751. (2) Drug 1: C1=CN(C(=O)N=C1N)C2C(C(C(O2)CO)O)O.Cl. Drug 2: C1=CN(C=N1)CC(O)(P(=O)(O)O)P(=O)(O)O. Cell line: TK-10. Synergy scores: CSS=25.6, Synergy_ZIP=-9.64, Synergy_Bliss=-3.24, Synergy_Loewe=-9.95, Synergy_HSA=-2.08. (3) Drug 2: CN(CC1=CN=C2C(=N1)C(=NC(=N2)N)N)C3=CC=C(C=C3)C(=O)NC(CCC(=O)O)C(=O)O. Synergy scores: CSS=57.9, Synergy_ZIP=6.26, Synergy_Bliss=1.65, Synergy_Loewe=-36.5, Synergy_HSA=-1.11. Drug 1: CCN(CC)CCNC(=O)C1=C(NC(=C1C)C=C2C3=C(C=CC(=C3)F)NC2=O)C. Cell line: SR. (4) Drug 1: CC12CCC3C(C1CCC2O)C(CC4=C3C=CC(=C4)O)CCCCCCCCCS(=O)CCCC(C(F)(F)F)(F)F. Drug 2: C1=NC2=C(N1)C(=S)N=CN2. Cell line: NCIH23. Synergy scores: CSS=23.7, Synergy_ZIP=-1.92, Synergy_Bliss=-1.02, Synergy_Loewe=-19.2, Synergy_HSA=-4.31. (5) Drug 1: C1=NC2=C(N1)C(=S)N=C(N2)N. Drug 2: C1=NC2=C(N=C(N=C2N1C3C(C(C(O3)CO)O)F)Cl)N. Cell line: PC-3. Synergy scores: CSS=25.2, Synergy_ZIP=-11.9, Synergy_Bliss=-5.73, Synergy_Loewe=-8.85, Synergy_HSA=-2.82. (6) Drug 1: C1CCC(C1)C(CC#N)N2C=C(C=N2)C3=C4C=CNC4=NC=N3. Drug 2: C1=NC2=C(N=C(N=C2N1C3C(C(C(O3)CO)O)F)Cl)N. Cell line: OVCAR-4. Synergy scores: CSS=2.33, Synergy_ZIP=-1.65, Synergy_Bliss=-0.745, Synergy_Loewe=-8.64, Synergy_HSA=-1.43. (7) Drug 1: CC12CCC(CC1=CCC3C2CCC4(C3CC=C4C5=CN=CC=C5)C)O. Drug 2: CC1=CC=C(C=C1)C2=CC(=NN2C3=CC=C(C=C3)S(=O)(=O)N)C(F)(F)F. Cell line: CCRF-CEM. Synergy scores: CSS=8.07, Synergy_ZIP=-3.67, Synergy_Bliss=-4.92, Synergy_Loewe=-5.87, Synergy_HSA=-4.48. (8) Drug 1: C1=CN(C(=O)N=C1N)C2C(C(C(O2)CO)O)O.Cl. Drug 2: CCC1(C2=C(COC1=O)C(=O)N3CC4=CC5=C(C=CC(=C5CN(C)C)O)N=C4C3=C2)O.Cl. Cell line: NCI-H460. Synergy scores: CSS=81.1, Synergy_ZIP=1.24, Synergy_Bliss=0.0855, Synergy_Loewe=1.48, Synergy_HSA=3.95. (9) Drug 1: CS(=O)(=O)C1=CC(=C(C=C1)C(=O)NC2=CC(=C(C=C2)Cl)C3=CC=CC=N3)Cl. Drug 2: CC1=CC2C(CCC3(C2CCC3(C(=O)C)OC(=O)C)C)C4(C1=CC(=O)CC4)C. Cell line: HT29. Synergy scores: CSS=12.5, Synergy_ZIP=0.0813, Synergy_Bliss=3.07, Synergy_Loewe=-3.31, Synergy_HSA=-0.712.